This data is from Full USPTO retrosynthesis dataset with 1.9M reactions from patents (1976-2016). The task is: Predict the reactants needed to synthesize the given product. Given the product [N:21]1([C:19]2[N:20]=[C:15]([N:14]3[C:8]4[CH:7]=[C:6]([C:4]5[CH:5]=[N:1][N:2]([CH2:41][C:42]([F:45])([F:44])[F:43])[CH:3]=5)[N:11]=[CH:10][C:9]=4[CH:12]=[N:13]3)[CH:16]=[CH:17][CH:18]=2)[CH2:27][CH2:26][CH2:25][NH:24][CH2:23][CH2:22]1, predict the reactants needed to synthesize it. The reactants are: [NH:1]1[CH:5]=[C:4]([C:6]2[N:11]=[CH:10][C:9]3[CH:12]=[N:13][N:14]([C:15]4[N:20]=[C:19]([N:21]5[CH2:27][CH2:26][CH2:25][N:24](C(OC(C)(C)C)=O)[CH2:23][CH2:22]5)[CH:18]=[CH:17][CH:16]=4)[C:8]=3[CH:7]=2)[CH:3]=[N:2]1.FC(F)(F)S(O[CH2:41][C:42]([F:45])([F:44])[F:43])(=O)=O.